From a dataset of Reaction yield outcomes from USPTO patents with 853,638 reactions. Predict the reaction yield, written as a fraction of the theoretical maximum amount of product (1.0 means a 100% yield; for example, 0.34 means a 34% yield). (1) The reactants are [N:1]1[CH:6]=[CH:5][CH:4]=[CH:3][C:2]=1[N:7]([CH2:30][C:31]([O:33][CH2:34][CH3:35])=[O:32])[C:8]([C:10]1[CH:29]=[CH:28][C:13]2[N:14]([CH3:27])[C:15]([CH2:17][CH2:18][C:19]3[CH:24]=[CH:23][C:22]([C:25]#[N:26])=[CH:21][CH:20]=3)=[N:16][C:12]=2[CH:11]=1)=[O:9].[ClH:36].C(O)C.C(=O)([O-])[O-].[NH4+:44].[NH4+]. The catalyst is ClCCl.C(O)C. The product is [ClH:36].[ClH:36].[N:1]1[CH:6]=[CH:5][CH:4]=[CH:3][C:2]=1[N:7]([CH2:30][C:31]([O:33][CH2:34][CH3:35])=[O:32])[C:8]([C:10]1[CH:29]=[CH:28][C:13]2[N:14]([CH3:27])[C:15]([CH2:17][CH2:18][C:19]3[CH:24]=[CH:23][C:22]([C:25](=[NH:44])[NH2:26])=[CH:21][CH:20]=3)=[N:16][C:12]=2[CH:11]=1)=[O:9]. The yield is 0.900. (2) The reactants are [NH2:1][C:2]1[S:3][C:4]2[C:31](=[O:32])[CH2:30][CH2:29][CH2:28][C:5]=2[C:6]=1[C:7]([N:9]1[CH2:14][CH2:13][CH:12]([N:15]2[CH2:27][CH2:26][CH2:25][C:17]3([C:21](=[O:22])[O:20][C:19]([CH3:24])([CH3:23])[CH2:18]3)[CH2:16]2)[CH2:11][CH2:10]1)=[O:8].[CH2:33]([N:35]=[C:36]=[O:37])[CH3:34].C(OC(C)C)(C)C. No catalyst specified. The product is [CH3:24][C:19]1([CH3:23])[CH2:18][C:17]2([CH2:25][CH2:26][CH2:27][N:15]([CH:12]3[CH2:13][CH2:14][N:9]([C:7]([C:6]4[C:5]5[CH2:28][CH2:29][CH2:30][C:31](=[O:32])[C:4]=5[S:3][C:2]=4[NH:1][C:36]([NH:35][CH2:33][CH3:34])=[O:37])=[O:8])[CH2:10][CH2:11]3)[CH2:16]2)[C:21](=[O:22])[O:20]1. The yield is 0.640. (3) The reactants are Cl[CH2:2][CH:3]=O.C([O:9][C:10](=[O:28])[C:11]1[C:16]([NH:17][C:18]2[CH:23]=[CH:22][C:21]([Br:24])=[CH:20][C:19]=2[Cl:25])=[C:15]([F:26])[C:14]([NH2:27])=[N:13][CH:12]=1)(C)(C)C. The catalyst is CCO. The product is [Br:24][C:21]1[CH:22]=[CH:23][C:18]([NH:17][C:16]2[C:11]([C:10]([OH:9])=[O:28])=[CH:12][N:13]3[CH:2]=[CH:3][N:27]=[C:14]3[C:15]=2[F:26])=[C:19]([Cl:25])[CH:20]=1. The yield is 0.740. (4) The reactants are [OH:1][C:2]1[CH:9]=[CH:8][C:5]([CH:6]=[O:7])=[CH:4][CH:3]=1.C(=O)([O-])[O-].[K+].[K+].[CH2:16]([O:18][C:19](=[O:24])[CH2:20][CH2:21][CH2:22]Br)[CH3:17]. The catalyst is CN(C)C=O. The product is [CH2:16]([O:18][C:19](=[O:24])[CH2:20][CH2:21][CH2:22][O:1][C:2]1[CH:9]=[CH:8][C:5]([CH:6]=[O:7])=[CH:4][CH:3]=1)[CH3:17]. The yield is 1.00. (5) The reactants are [CH3:1][O:2][C:3]1[CH:8]=[C:7]([CH3:9])[CH:6]=[CH:5][C:4]=1[Cl:10].C1C(=O)N(Br)C(=O)C1.[C:19]1(=[O:29])[NH:23][C:22](=[O:24])[C:21]2=[CH:25][CH:26]=[CH:27][CH:28]=[C:20]12.[K].C(O)(=O)CC(CC(O)=O)(C(O)=O)O. The catalyst is C(Cl)(Cl)(Cl)Cl. The product is [Cl:10][C:4]1[CH:5]=[CH:6][C:7]([CH2:9][N:23]2[C:19](=[O:29])[C:20]3[C:21](=[CH:25][CH:26]=[CH:27][CH:28]=3)[C:22]2=[O:24])=[CH:8][C:3]=1[O:2][CH3:1]. The yield is 0.650. (6) The product is [CH3:1][C:2]([CH3:29])([CH3:28])[C@H:3]([N:11]1[CH2:15][CH2:14][N:13]([CH2:16][C:17]2[CH:22]=[CH:21][CH:20]=[CH:19][C:18]=2[C:23]([F:26])([F:25])[F:24])[C:12]1=[O:27])[C:4]([OH:6])=[O:5]. The reactants are [CH3:1][C:2]([CH3:29])([CH3:28])[C@H:3]([N:11]1[CH2:15][CH2:14][N:13]([CH2:16][C:17]2[CH:22]=[CH:21][CH:20]=[CH:19][C:18]=2[C:23]([F:26])([F:25])[F:24])[C:12]1=[O:27])[C:4]([O:6]C(C)(C)C)=[O:5].FC(F)(F)C(O)=O. The catalyst is ClCCl. The yield is 0.730. (7) The reactants are [F:1][C:2]1[CH:33]=[CH:32][C:5]([C:6]([NH:8][C@H:9]2[C:17]3[C:12](=[CH:13][CH:14]=[C:15]([N:18]4[CH2:23][CH2:22][N:21](C(OC(C)(C)C)=O)[CH2:20][CH2:19]4)[CH:16]=3)[CH2:11][C@@H:10]2[OH:31])=[O:7])=[CH:4][CH:3]=1.Cl.[O:35]1[CH2:38][C:37](=O)[CH2:36]1.C(O)(=O)C.C([BH3-])#N.[Na+].C(=O)(O)[O-].[Na+]. The catalyst is O1CCOCC1. The product is [F:1][C:2]1[CH:33]=[CH:32][C:5]([C:6]([NH:8][C@H:9]2[C:17]3[C:12](=[CH:13][CH:14]=[C:15]([N:18]4[CH2:23][CH2:22][N:21]([CH:37]5[CH2:38][O:35][CH2:36]5)[CH2:20][CH2:19]4)[CH:16]=3)[CH2:11][C@@H:10]2[OH:31])=[O:7])=[CH:4][CH:3]=1. The yield is 0.810.